This data is from Catalyst prediction with 721,799 reactions and 888 catalyst types from USPTO. The task is: Predict which catalyst facilitates the given reaction. (1) Reactant: [CH3:1][O:2][C:3]([C:5]1[N:6]=[C:7]([NH:10][C:11](=[O:43])[C@@H:12]([NH:21][C:22](=[O:42])[C@@H:23]([C:32]2[CH:37]=[CH:36][C:35]([NH:38][C:39](=[O:41])[CH3:40])=[CH:34][CH:33]=2)[NH:24]C(OC(C)(C)C)=O)[C@H:13]([C:15]2[CH:20]=[CH:19][CH:18]=[CH:17][CH:16]=2)[CH3:14])[S:8][CH:9]=1)=[O:4].FC(F)(F)C(O)=O. Product: [CH3:1][O:2][C:3]([C:5]1[N:6]=[C:7]([NH:10][C:11](=[O:43])[C@@H:12]([NH:21][C:22](=[O:42])[C@@H:23]([C:32]2[CH:37]=[CH:36][C:35]([NH:38][C:39](=[O:41])[CH3:40])=[CH:34][CH:33]=2)[NH2:24])[C@H:13]([C:15]2[CH:16]=[CH:17][CH:18]=[CH:19][CH:20]=2)[CH3:14])[S:8][CH:9]=1)=[O:4]. The catalyst class is: 4. (2) Reactant: [F:1][C:2]1[CH:7]=[CH:6][C:5]([CH:8]2[N:12]([S:13]([C:16]3[CH:21]=[CH:20][C:19]([CH3:22])=[CH:18][CH:17]=3)(=[O:15])=[O:14])[CH:11]([C:23]#[N:24])[CH2:10][CH2:9]2)=[CH:4][CH:3]=1.[N-:25]=[N+:26]=[N-:27].[Na+].Cl.C(N(CC)CC)C.Cl. Product: [F:1][C:2]1[CH:3]=[CH:4][C:5]([CH:8]2[N:12]([S:13]([C:16]3[CH:17]=[CH:18][C:19]([CH3:22])=[CH:20][CH:21]=3)(=[O:15])=[O:14])[CH:11]([C:23]3[N:25]=[N:26][NH:27][N:24]=3)[CH2:10][CH2:9]2)=[CH:6][CH:7]=1. The catalyst class is: 18.